This data is from Forward reaction prediction with 1.9M reactions from USPTO patents (1976-2016). The task is: Predict the product of the given reaction. (1) Given the reactants [F:1][C:2]1[CH:3]=[C:4]2[C:11]([C:12]3[N:13]=[N:14][C:15]4[C:20]5([CH2:22][CH2:21]5)[C:19](=[O:23])[NH:18][C:16]=4[N:17]=3)=[N:10][NH:9][C:5]2=[N:6][C:7]=1[CH3:8].C(=O)([O-])[O-].[Cs+].[Cs+].Br[CH2:31][C:32]1[CH:37]=[CH:36][C:35]([CH3:38])=[C:34]([F:39])[C:33]=1[F:40], predict the reaction product. The product is: [F:39][C:34]1[C:33]([F:40])=[C:32]([CH3:31])[CH:37]=[CH:36][C:35]=1[CH2:38][N:9]1[C:5]2=[N:6][C:7]([CH3:8])=[C:2]([F:1])[CH:3]=[C:4]2[C:11]([C:12]2[N:13]=[N:14][C:15]3[C:20]4([CH2:22][CH2:21]4)[C:19](=[O:23])[NH:18][C:16]=3[N:17]=2)=[N:10]1. (2) Given the reactants C(O[BH-](OC(=O)C)OC(=O)C)(=O)C.[Na+].[O:15]=[C:16]1[O:20][C@H:19]([C:21]([Cl:24])([Cl:23])[Cl:22])[N:18]2[CH2:25][CH2:26][CH2:27][C@@:17]12[CH:28]=O.[F:30][C:31]1[CH:32]=[C:33]([CH:36]=[CH:37][CH:38]=1)[CH2:34][NH2:35].C(O)(=O)C, predict the reaction product. The product is: [F:30][C:31]1[CH:32]=[C:33]([CH:36]=[CH:37][CH:38]=1)[CH2:34][NH:35][CH2:28][C@@:17]12[CH2:27][CH2:26][CH2:25][N:18]1[C@@H:19]([C:21]([Cl:24])([Cl:23])[Cl:22])[O:20][C:16]2=[O:15]. (3) Given the reactants [F:1][C:2]1[C:22](F)=[CH:21][C:5]2=[N:6][C:7]3[N:8]([CH3:20])[CH:9]=[C:10]([C:15]([O:17][CH2:18][CH3:19])=[O:16])[C:11](=[O:14])[C:12]=3[CH:13]=[C:4]2[CH:3]=1.[F:24][C:25]1[CH:30]=[CH:29][C:28]([N:31]2[CH2:36][CH2:35][NH:34][CH2:33][CH2:32]2)=[CH:27][CH:26]=1.C(N(CC)CC)C, predict the reaction product. The product is: [F:1][C:2]1[C:22]([N:34]2[CH2:33][CH2:32][N:31]([C:28]3[CH:27]=[CH:26][C:25]([F:24])=[CH:30][CH:29]=3)[CH2:36][CH2:35]2)=[CH:21][C:5]2=[N:6][C:7]3[N:8]([CH3:20])[CH:9]=[C:10]([C:15]([O:17][CH2:18][CH3:19])=[O:16])[C:11](=[O:14])[C:12]=3[CH:13]=[C:4]2[CH:3]=1. (4) Given the reactants C([O:3][C:4](=[O:31])[CH2:5][C:6]1[C:15]2[C:10](=[CH:11][C:12]([O:16][CH2:17][C:18]3[CH:23]=[CH:22][CH:21]=[C:20]([O:24][C:25]4[CH:30]=[CH:29][CH:28]=[CH:27][CH:26]=4)[CH:19]=3)=[CH:13][CH:14]=2)[CH2:9][CH2:8][CH:7]=1)C.C(O)C.[OH-].[Na+].Cl, predict the reaction product. The product is: [O:24]([C:20]1[CH:19]=[C:18]([CH:23]=[CH:22][CH:21]=1)[CH2:17][O:16][C:12]1[CH:11]=[C:10]2[C:15](=[CH:14][CH:13]=1)[C:6]([CH2:5][C:4]([OH:31])=[O:3])=[CH:7][CH2:8][CH2:9]2)[C:25]1[CH:26]=[CH:27][CH:28]=[CH:29][CH:30]=1. (5) Given the reactants [N+:1]([C:4]1[CH:13]=[CH:12][C:7]2[NH:8][CH2:9][CH2:10][O:11][C:6]=2[CH:5]=1)([O-:3])=[O:2].[H-].[Na+].Br[CH2:17][C:18]1[CH:27]=[CH:26][C:21]([C:22]([O:24][CH3:25])=[O:23])=[CH:20][CH:19]=1, predict the reaction product. The product is: [N+:1]([C:4]1[CH:13]=[CH:12][C:7]2[N:8]([CH2:17][C:18]3[CH:27]=[CH:26][C:21]([C:22]([O:24][CH3:25])=[O:23])=[CH:20][CH:19]=3)[CH2:9][CH2:10][O:11][C:6]=2[CH:5]=1)([O-:3])=[O:2]. (6) Given the reactants [CH:1]1([N:6]2[CH2:12][C:11]([F:14])([F:13])[C:10](=[O:15])[N:9]([CH3:16])[C:8]3[CH:17]=[N:18][C:19]([NH:21][C:22]4[CH:23]=[CH:24][C:25]([C:28](O)=[O:29])=[N:26][CH:27]=4)=[N:20][C:7]2=3)[CH2:5][CH2:4][CH2:3][CH2:2]1.CN(C(ON1N=NC2C=CC=NC1=2)=[N+](C)C)C.F[P-](F)(F)(F)(F)F.[CH3:55][N:56]1[CH2:61][CH2:60][CH:59]([NH2:62])[CH2:58][CH2:57]1, predict the reaction product. The product is: [CH:1]1([N:6]2[CH2:12][C:11]([F:14])([F:13])[C:10](=[O:15])[N:9]([CH3:16])[C:8]3[CH:17]=[N:18][C:19]([NH:21][C:22]4[CH:23]=[CH:24][C:25]([C:28]([NH:62][CH:59]5[CH2:60][CH2:61][N:56]([CH3:55])[CH2:57][CH2:58]5)=[O:29])=[N:26][CH:27]=4)=[N:20][C:7]2=3)[CH2:5][CH2:4][CH2:3][CH2:2]1. (7) Given the reactants [NH2:1][C:2]1[CH:3]=[C:4]([CH:32]=[CH:33][CH:34]=1)[O:5][C:6]1[C:15]2[C:10](=[CH:11][CH:12]=[CH:13][CH:14]=2)[N:9]=[C:8]([NH:16][C:17]2[CH:22]=[CH:21][C:20]([N:23]3[CH2:28][CH2:27][N:26]([CH3:29])[CH2:25][CH2:24]3)=[CH:19][C:18]=2[O:30][CH3:31])[N:7]=1.CCN(C(C)C)C(C)C.[C:44](Cl)(=[O:47])[CH:45]=[CH2:46], predict the reaction product. The product is: [CH3:31][O:30][C:18]1[CH:19]=[C:20]([N:23]2[CH2:24][CH2:25][N:26]([CH3:29])[CH2:27][CH2:28]2)[CH:21]=[CH:22][C:17]=1[NH:16][C:8]1[N:7]=[C:6]([O:5][C:4]2[CH:3]=[C:2]([NH:1][C:44](=[O:47])[CH:45]=[CH2:46])[CH:34]=[CH:33][CH:32]=2)[C:15]2[C:10](=[CH:11][CH:12]=[CH:13][CH:14]=2)[N:9]=1.